Dataset: Forward reaction prediction with 1.9M reactions from USPTO patents (1976-2016). Task: Predict the product of the given reaction. The product is: [NH:5]1[C:9]2[CH:10]=[CH:11][CH:12]=[CH:13][C:8]=2[N:7]=[C:6]1[CH2:14][CH:15]1[CH2:20][CH2:19][N:18]([C:21]2[C:26]([CH3:27])=[CH:25][N:24]([CH2:28][C@H:29]([NH:33][S:34]([N:37]([CH3:38])[CH3:39])(=[O:36])=[O:35])[C:30]([O:32][CH2:1][CH3:2])=[O:31])[C:23](=[O:40])[N:22]=2)[CH2:17][CH2:16]1. Given the reactants [C:1](O)(=O)[CH3:2].[NH:5]1[C:9]2[CH:10]=[CH:11][CH:12]=[CH:13][C:8]=2[N:7]=[C:6]1[CH2:14][CH:15]1[CH2:20][CH2:19][N:18]([C:21]2[C:26]([CH3:27])=[CH:25][N:24]([CH2:28][C@H:29]([NH:33][S:34]([N:37]([CH3:39])[CH3:38])(=[O:36])=[O:35])[C:30]([OH:32])=[O:31])[C:23](=[O:40])[N:22]=2)[CH2:17][CH2:16]1.Cl.C(Cl)Cl.CO.[NH4+].[OH-], predict the reaction product.